From a dataset of hERG potassium channel inhibition data for cardiac toxicity prediction from Karim et al.. Regression/Classification. Given a drug SMILES string, predict its toxicity properties. Task type varies by dataset: regression for continuous values (e.g., LD50, hERG inhibition percentage) or binary classification for toxic/non-toxic outcomes (e.g., AMES mutagenicity, cardiotoxicity, hepatotoxicity). Dataset: herg_karim. The compound is CN1C[C@H](c2ccc(/C=C/C(=O)Nc3ccccc3N)cc2)[C@@H](C(=O)Nc2ccc(Cl)cc2)C1. The result is 0 (non-blocker).